Dataset: Full USPTO retrosynthesis dataset with 1.9M reactions from patents (1976-2016). Task: Predict the reactants needed to synthesize the given product. (1) The reactants are: C(N(CC)CC)C.[CH3:8][C:9]1[N:10]([CH2:20][CH2:21][OH:22])[CH:11]=[C:12]([C:14]2[CH:19]=[CH:18][CH:17]=[CH:16][CH:15]=2)[CH:13]=1.[C:23]1([CH3:33])[CH:28]=[CH:27][C:26]([S:29](Cl)(=[O:31])=[O:30])=[CH:25][CH:24]=1. Given the product [CH3:33][C:23]1[CH:28]=[CH:27][C:26]([S:29]([O:22][CH2:21][CH2:20][N:10]2[CH:11]=[C:12]([C:14]3[CH:19]=[CH:18][CH:17]=[CH:16][CH:15]=3)[CH:13]=[C:9]2[CH3:8])(=[O:31])=[O:30])=[CH:25][CH:24]=1, predict the reactants needed to synthesize it. (2) Given the product [CH:54]([S:51]([C:48]1[CH:47]=[CH:46][C:45]([C:26]2[N:27]=[C:28]([C:29]3[O:30][C:31]([C:34]4[CH:39]=[CH:38][C:37]([CH2:40][NH:41][CH3:42])=[CH:36][C:35]=4[O:43][CH3:44])=[N:32][N:33]=3)[C:23]([NH2:15])=[N:24][CH:25]=2)=[CH:50][CH:49]=1)(=[O:53])=[O:52])([CH3:56])[CH3:55], predict the reactants needed to synthesize it. The reactants are: C(O)(C(F)(F)F)=O.C(OC([N:15]([C:23]1[C:28]([C:29]2[O:30][C:31]([C:34]3[CH:39]=[CH:38][C:37]([CH2:40][NH:41][CH3:42])=[CH:36][C:35]=3[O:43][CH3:44])=[N:32][N:33]=2)=[N:27][C:26]([C:45]2[CH:50]=[CH:49][C:48]([S:51]([CH:54]([CH3:56])[CH3:55])(=[O:53])=[O:52])=[CH:47][CH:46]=2)=[CH:25][N:24]=1)C(=O)OC(C)(C)C)=O)(C)(C)C. (3) Given the product [Cl:19][C:7]1[CH:6]=[C:5]([CH2:8][C:9]([O:11][CH2:12][CH3:13])=[O:10])[CH:4]=[CH:3][C:2]=1[OH:1], predict the reactants needed to synthesize it. The reactants are: [OH:1][C:2]1[CH:7]=[CH:6][C:5]([CH2:8][C:9]([O:11][CH2:12][CH3:13])=[O:10])=[CH:4][CH:3]=1.CO.S(Cl)([Cl:19])(=O)=O. (4) Given the product [NH2:2][C@@H:3]([CH2:13][CH:14]([CH3:16])[CH3:15])[CH:4]([C:6]1[CH:11]=[CH:10][CH:9]=[C:8]([F:12])[CH:7]=1)[OH:5], predict the reactants needed to synthesize it. The reactants are: Cl.[NH2:2][C@@H:3]([CH2:13][CH:14]([CH3:16])[CH3:15])[CH:4]([C:6]1[CH:11]=[CH:10][CH:9]=[C:8]([F:12])[CH:7]=1)[OH:5]. (5) The reactants are: CN(C)[CH:3]=[CH:4][C:5]([C:7]1[S:11][C:10]([N:12]=CN(C)C)=[N:9][C:8]=1[CH3:17])=O.[CH3:19][C:20]1[CH:21]=[C:22]([NH:32][C:33]([NH2:35])=[NH:34])[CH:23]=[CH:24][C:25]=1[N:26]1[CH2:31][CH2:30][CH2:29][CH2:28][CH2:27]1. Given the product [NH2:12][C:10]1[S:11][C:7]([C:5]2[CH:4]=[CH:3][N:35]=[C:33]([NH:32][C:22]3[CH:23]=[CH:24][C:25]([N:26]4[CH2:27][CH2:28][CH2:29][CH2:30][CH2:31]4)=[C:20]([CH3:19])[CH:21]=3)[N:34]=2)=[C:8]([CH3:17])[N:9]=1, predict the reactants needed to synthesize it. (6) Given the product [F:43][CH:44]([F:47])[CH2:45][NH:46][C:28]([C:25]1[C:24]2[CH:33]=[C:20]([CH2:19][OH:18])[C:21]([N:35]3[CH2:36][C@H:37]([CH3:42])[O:38][C@H:39]([CH3:41])[CH2:40]3)=[C:22]([F:34])[C:23]=2[O:27][N:26]=1)=[O:30], predict the reactants needed to synthesize it. The reactants are: [Si]([O:18][CH2:19][C:20]1[C:21]([N:35]2[CH2:40][C@H:39]([CH3:41])[O:38][C@H:37]([CH3:42])[CH2:36]2)=[C:22]([F:34])[C:23]2[O:27][N:26]=[C:25]([C:28]([O:30]CC)=O)[C:24]=2[CH:33]=1)(C(C)(C)C)(C1C=CC=CC=1)C1C=CC=CC=1.[F:43][CH:44]([F:47])[CH2:45][NH2:46]. (7) The reactants are: CC1C2C(C)(C)C(C2)CC=1.[C:11]([O:15][CH2:16][CH3:17])(=[O:14])[C:12]#[CH:13].C(=O)C.OC(C(O)(C)C)(C)C.[Cl:29][C:30]1[N:35]=[C:34](Cl)[CH:33]=[CH:32][N:31]=1.[F-].[Cs+].C(=O)([O-])O.[Na+]. Given the product [CH2:16]([O:15][C:11](=[O:14])[CH:12]=[CH:13][C:32]1[CH:33]=[CH:34][N:35]=[C:30]([Cl:29])[N:31]=1)[CH3:17], predict the reactants needed to synthesize it. (8) Given the product [I:10][C:11]1[CH:18]=[CH:17][CH:16]=[CH:15][C:12]=1[CH:13]1[C:2]([C:1]([O:7][CH2:8][CH3:9])=[O:6])=[C:3]([CH3:5])[NH:19][C:3]([CH3:5])=[C:2]1[C:1]([O:7][CH2:8][CH3:9])=[O:20], predict the reactants needed to synthesize it. The reactants are: [C:1]([O:7][CH2:8][CH3:9])(=[O:6])[CH2:2][C:3]([CH3:5])=O.[I:10][C:11]1[CH:18]=[CH:17][CH:16]=[CH:15][C:12]=1[CH:13]=O.[NH4+:19].[OH-:20]. (9) Given the product [F:24][C:21]1[N:22]=[CH:23][C:18]([N:14]2[CH2:15][CH2:16][C:10]3([CH2:11][CH2:12][N:8]([CH2:7][C:1]4[CH:2]=[CH:3][CH:4]=[CH:5][CH:6]=4)[CH2:9]3)[CH2:13]2)=[CH:19][CH:20]=1, predict the reactants needed to synthesize it. The reactants are: [C:1]1([CH2:7][N:8]2[CH2:12][CH2:11][C:10]3([CH2:16][CH2:15][NH:14][CH2:13]3)[CH2:9]2)[CH:6]=[CH:5][CH:4]=[CH:3][CH:2]=1.Br[C:18]1[CH:19]=[CH:20][C:21]([F:24])=[N:22][CH:23]=1.C1C=CC(P(C2C=CC3C(=CC=CC=3)C=2C2C3C(=CC=CC=3)C=CC=2P(C2C=CC=CC=2)C2C=CC=CC=2)C2C=CC=CC=2)=CC=1.CC(C)([O-])C.[Na+].C(=O)([O-])O.[Na+]. (10) Given the product [CH3:16][O:17][C:18]1[CH:19]=[CH:20][C:21]([CH2:24][N:25]([C:26]2[CH:27]=[CH:28][C:29]([O:32][CH3:33])=[CH:30][CH:31]=2)[C:13]([CH:10]2[C:11]3[C:6](=[CH:5][CH:4]=[C:3]([O:2][CH3:1])[CH:12]=3)[CH2:7][CH2:8][CH2:9]2)=[O:15])=[CH:22][CH:23]=1, predict the reactants needed to synthesize it. The reactants are: [CH3:1][O:2][C:3]1[CH:12]=[C:11]2[C:6]([CH2:7][CH2:8][CH2:9][CH:10]2[C:13]([OH:15])=O)=[CH:5][CH:4]=1.[CH3:16][O:17][C:18]1[CH:23]=[CH:22][C:21]([CH2:24][NH:25][C:26]2[CH:31]=[CH:30][C:29]([O:32][CH3:33])=[CH:28][CH:27]=2)=[CH:20][CH:19]=1.